This data is from Peptide-MHC class II binding affinity with 134,281 pairs from IEDB. The task is: Regression. Given a peptide amino acid sequence and an MHC pseudo amino acid sequence, predict their binding affinity value. This is MHC class II binding data. (1) The peptide sequence is MPVMKRYSAPSESEG. The MHC is DRB1_0802 with pseudo-sequence DRB1_0802. The binding affinity (normalized) is 0.364. (2) The MHC is DRB1_1501 with pseudo-sequence DRB1_1501. The peptide sequence is MGAVTTEVAFGLVCA. The binding affinity (normalized) is 0.174. (3) The peptide sequence is SFSCIAIGIITLYLG. The MHC is DRB1_1101 with pseudo-sequence DRB1_1101. The binding affinity (normalized) is 0.200. (4) The peptide sequence is TIKAERTEQKDFDGR. The MHC is DRB1_0405 with pseudo-sequence DRB1_0405. The binding affinity (normalized) is 0.0274. (5) The binding affinity (normalized) is 0.173. The peptide sequence is MVGTILEMLGTRLDQ. The MHC is DRB1_1101 with pseudo-sequence DRB1_1101. (6) The peptide sequence is FPGQQQPFPPQQPYPQPQPF. The MHC is HLA-DQA10501-DQB10201 with pseudo-sequence HLA-DQA10501-DQB10201. The binding affinity (normalized) is 0. (7) The peptide sequence is GGTVIRNPLSRNSTH. The MHC is DRB1_0404 with pseudo-sequence DRB1_0404. The binding affinity (normalized) is 0.600.